This data is from Forward reaction prediction with 1.9M reactions from USPTO patents (1976-2016). The task is: Predict the product of the given reaction. (1) Given the reactants [O-:1][P:2]([O:5][P:6]([O-:9])([O-:8])=[O:7])(=[O:4])[O-:3].[Na+].[Na+].[Na+].[Na+].Cl.[NH:15]1[CH2:20][CH2:19][NH:18][CH2:17][CH2:16]1, predict the reaction product. The product is: [OH:3][P:2]([O:5][P:6]([OH:9])([OH:8])=[O:7])(=[O:1])[OH:4].[NH:15]1[CH2:20][CH2:19][NH:18][CH2:17][CH2:16]1. (2) Given the reactants [NH2:1][C:2]1[C:7]2=[C:8]([C:14]3[S:15][C:16]4[C:22]([O:23][CH3:24])=[CH:21][C:20]([CH3:25])=[CH:19][C:17]=4[CH:18]=3)[C:9]([C:11]([OH:13])=O)=[CH:10][N:6]2[N:5]=[CH:4][N:3]=1.CN(C(ON1N=NC2C=CC=CC1=2)=[N+](C)C)C.[B-](F)(F)(F)F.CCN(C(C)C)C(C)C.[O:57]=[C:58]1[CH2:63][NH:62][CH2:61][CH2:60][NH:59]1, predict the reaction product. The product is: [NH2:1][C:2]1[C:7]2=[C:8]([C:14]3[S:15][C:16]4[C:22]([O:23][CH3:24])=[CH:21][C:20]([CH3:25])=[CH:19][C:17]=4[CH:18]=3)[C:9]([C:11]([N:62]3[CH2:61][CH2:60][NH:59][C:58](=[O:57])[CH2:63]3)=[O:13])=[CH:10][N:6]2[N:5]=[CH:4][N:3]=1. (3) Given the reactants Br[C:2]1[CH:7]=[CH:6][C:5]([O:8][CH3:9])=[CH:4][C:3]=1[N+:10]([O-:12])=[O:11].[C:13]1(OB(O)O)[CH:18]=[CH:17][CH:16]=[CH:15][CH:14]=1.C(=O)([O-])[O-].[Cs+].[Cs+], predict the reaction product. The product is: [CH3:9][O:8][C:5]1[CH:6]=[CH:7][C:2]([C:13]2[CH:18]=[CH:17][CH:16]=[CH:15][CH:14]=2)=[C:3]([N+:10]([O-:12])=[O:11])[CH:4]=1. (4) Given the reactants [Br-].[C:2]([C:5]1[N:9]([CH:10]([CH3:12])[CH3:11])[C:8]([CH2:13][P+](C2C=CC=CC=2)(C2C=CC=CC=2)C2C=CC=CC=2)=[C:7]([C:33]2[CH:38]=[CH:37][C:36]([F:39])=[CH:35][CH:34]=2)[C:6]=1[C:40]1[CH:45]=[CH:44][CH:43]=[CH:42][CH:41]=1)(=[O:4])[NH2:3].C[Si]([N-][Si](C)(C)C)(C)C.[Na+].[C:56]([O:60][C:61](=[O:73])[CH2:62][CH:63]1[CH2:68][CH:67]([CH:69]=O)[O:66][C:65]([CH3:72])([CH3:71])[O:64]1)([CH3:59])([CH3:58])[CH3:57], predict the reaction product. The product is: [C:56]([O:60][C:61](=[O:73])[CH2:62][C@H:63]1[CH2:68][C@H:67](/[CH:69]=[CH:13]/[C:8]2[N:9]([CH:10]([CH3:12])[CH3:11])[C:5]([C:2](=[O:4])[NH2:3])=[C:6]([C:40]3[CH:45]=[CH:44][CH:43]=[CH:42][CH:41]=3)[C:7]=2[C:33]2[CH:38]=[CH:37][C:36]([F:39])=[CH:35][CH:34]=2)[O:66][C:65]([CH3:72])([CH3:71])[O:64]1)([CH3:59])([CH3:57])[CH3:58].